This data is from Full USPTO retrosynthesis dataset with 1.9M reactions from patents (1976-2016). The task is: Predict the reactants needed to synthesize the given product. (1) Given the product [CH3:20][O:21][C:22]1[CH:23]=[CH:24][CH:25]=[C:26]2[C:31]=1[CH:30]([NH:32][C:33]1[CH:42]=[CH:41][C:40]3[C:35](=[CH:36][CH:37]=[C:38]([NH:43][C:1]([NH:19][C@H:16]4[CH2:17][CH2:18][N:14]([CH3:13])[CH2:15]4)=[O:2])[CH:39]=3)[N:34]=1)[CH2:29][CH2:28][CH2:27]2, predict the reactants needed to synthesize it. The reactants are: [C:1](=O)(OC(Cl)(Cl)Cl)[O:2]C(Cl)(Cl)Cl.[CH3:13][N:14]1[CH2:18][CH2:17][C@H:16]([NH2:19])[CH2:15]1.[CH3:20][O:21][C:22]1[CH:23]=[CH:24][CH:25]=[C:26]2[C:31]=1[CH:30]([NH:32][C:33]1[CH:42]=[CH:41][C:40]3[C:35](=[CH:36][CH:37]=[C:38]([NH2:43])[CH:39]=3)[N:34]=1)[CH2:29][CH2:28][CH2:27]2. (2) The reactants are: [N+:1]([C:4]1[CH:5]=[N:6][N:7]([CH2:9][CH2:10][C:11]2[CH:16]=[CH:15][CH:14]=[CH:13][CH:12]=2)[CH:8]=1)([O-])=O. Given the product [NH2:1][C:4]1[CH:5]=[N:6][N:7]([CH2:9][CH2:10][C:11]2[CH:16]=[CH:15][CH:14]=[CH:13][CH:12]=2)[CH:8]=1, predict the reactants needed to synthesize it. (3) Given the product [OH:16][CH2:17][CH:15]1[O:10][C:9]2[CH:8]=[CH:7][C:4]([CH:5]=[O:6])=[CH:3][C:2]=2[O:1][CH2:14]1, predict the reactants needed to synthesize it. The reactants are: [OH:1][C:2]1[CH:3]=[C:4]([CH:7]=[CH:8][C:9]=1[OH:10])[CH:5]=[O:6].[H-].[Na+].Cl[CH2:14][CH:15]1[CH2:17][O:16]1. (4) Given the product [C:4]([C:6]1[S:10][CH:9]=[C:8]([N:11]([C:20]([O:22][C:23]([CH3:26])([CH3:25])[CH3:24])=[O:21])[NH:12][C:13]([O:15][C:16]([CH3:19])([CH3:18])[CH3:17])=[O:14])[CH:7]=1)#[N:2], predict the reactants needed to synthesize it. The reactants are: Cl.[NH2:2]O.[CH:4]([C:6]1[S:10][CH:9]=[C:8]([N:11]([C:20]([O:22][C:23]([CH3:26])([CH3:25])[CH3:24])=[O:21])[NH:12][C:13]([O:15][C:16]([CH3:19])([CH3:18])[CH3:17])=[O:14])[CH:7]=1)=O.C(OC(=O)C)(=O)C.